From a dataset of Catalyst prediction with 721,799 reactions and 888 catalyst types from USPTO. Predict which catalyst facilitates the given reaction. (1) Reactant: [CH3:1][C:2]1[O:3][C:4]2[CH:10]=[C:9]([OH:11])[CH:8]=[CH:7][C:5]=2[N:6]=1.CCN(CC)CC.[C:19](Cl)(=[O:21])[CH3:20]. Product: [C:19]([O:11][C:9]1[CH:8]=[CH:7][C:5]2[N:6]=[C:2]([CH3:1])[O:3][C:4]=2[CH:10]=1)(=[O:21])[CH3:20]. The catalyst class is: 1. (2) Reactant: [NH2:1][C:2]1[CH:7]=[CH:6][C:5]([N:8]2[CH2:13][CH2:12][O:11][CH2:10][C:9]2=[O:14])=[CH:4][CH:3]=1.C(O)C.[C:18]([O:23][CH2:24][C@@H:25]1[O:27][CH2:26]1)(=[O:22])[CH2:19][CH2:20][CH3:21]. Product: [C:18]([O:23][CH2:24][C@H:25]([OH:27])[CH2:26][NH:1][C:2]1[CH:3]=[CH:4][C:5]([N:8]2[CH2:13][CH2:12][O:11][CH2:10][C:9]2=[O:14])=[CH:6][CH:7]=1)(=[O:22])[CH2:19][CH2:20][CH3:21]. The catalyst class is: 6. (3) Product: [C:1]([C:3]1[C:4]([CH3:27])=[C:5]([C@@H:10]2[S:30](=[O:32])(=[O:29])[CH2:14][C@@H:13]3[CH2:16][N:17]([C:20]([O:22][C:23]([CH3:26])([CH3:25])[CH3:24])=[O:21])[CH2:18][CH2:19][N+:12]3([O-:34])[CH2:11]2)[CH:6]=[CH:7][C:8]=1[F:9])#[N:2]. The catalyst class is: 245. Reactant: [C:1]([C:3]1[C:4]([CH3:27])=[C:5]([C@@H:10]2S[CH2:14][C@@H:13]3[CH2:16][N:17]([C:20]([O:22][C:23]([CH3:26])([CH3:25])[CH3:24])=[O:21])[CH2:18][CH2:19][N:12]3[CH2:11]2)[CH:6]=[CH:7][C:8]=1[F:9])#[N:2].O[O:29][S:30]([O-:32])=O.[K+].[OH2:34]. (4) Reactant: [NH:1]1[C:9]2[C:4](=[CH:5][CH:6]=[CH:7][C:8]=2[CH:10]=O)[CH:3]=[CH:2]1.[CH3:12][NH:13][CH:14]1[C:23]2[N:22]=[CH:21][CH:20]=[CH:19][C:18]=2[CH2:17][CH2:16][CH2:15]1.C(O[BH-](OC(=O)C)OC(=O)C)(=O)C.[Na+].C(=O)(O)[O-].[Na+]. Product: [NH:1]1[C:9]2[C:4](=[CH:5][CH:6]=[CH:7][C:8]=2[CH2:10][N:13]([CH3:12])[CH:14]2[C:23]3[N:22]=[CH:21][CH:20]=[CH:19][C:18]=3[CH2:17][CH2:16][CH2:15]2)[CH:3]=[CH:2]1. The catalyst class is: 478. (5) Reactant: [N:1]([CH2:4][C:5]1[CH:10]=[CH:9][C:8]([CH2:11][CH2:12][C:13]2[N:14]=[C:15]([NH:18][C:19](=[O:21])[CH3:20])[S:16][CH:17]=2)=[CH:7][C:6]=1[F:22])=[N+]=[N-].CO. Product: [NH2:1][CH2:4][C:5]1[CH:10]=[CH:9][C:8]([CH2:11][CH2:12][C:13]2[N:14]=[C:15]([NH:18][C:19](=[O:21])[CH3:20])[S:16][CH:17]=2)=[CH:7][C:6]=1[F:22]. The catalyst class is: 586. (6) Reactant: [CH2:1]1CCN(C(N=NC(N2CCCCC2)=O)=O)C[CH2:2]1.[CH3:19][O:20][C:21]1[CH:25]=[C:24]([C:26]2[CH:27]=[C:28]([OH:38])[CH:29]=[CH:30][C:31]=2[O:32][CH:33]([CH3:37])[CH2:34][O:35][CH3:36])[NH:23][N:22]=1.C(O)C.C(P(CCCC)CCCC)CCC. Product: [CH2:1]([O:38][C:28]1[CH:29]=[CH:30][C:31]([O:32][CH:33]([CH3:37])[CH2:34][O:35][CH3:36])=[C:26]([C:24]2[NH:23][N:22]=[C:21]([O:20][CH3:19])[CH:25]=2)[CH:27]=1)[CH3:2]. The catalyst class is: 11. (7) Reactant: C(OC([NH:8][C@H:9]([CH2:12][O:13][CH2:14][C:15]1[CH:20]=[CH:19][CH:18]=[C:17]([C:21]2[N:25]([CH2:26][CH2:27][C:28]#[N:29])[N:24]=[N:23][N:22]=2)[CH:16]=1)[C:10]#[N:11])=O)(C)(C)C. Product: [NH2:8][C@H:9]([CH2:12][O:13][CH2:14][C:15]1[CH:20]=[CH:19][CH:18]=[C:17]([C:21]2[N:25]([CH2:26][CH2:27][C:28]#[N:29])[N:24]=[N:23][N:22]=2)[CH:16]=1)[C:10]#[N:11]. The catalyst class is: 106.